From a dataset of Forward reaction prediction with 1.9M reactions from USPTO patents (1976-2016). Predict the product of the given reaction. The product is: [F:18][CH:17]([F:19])[CH2:16][N:1]1[CH:5]=[CH:4][C:3]([C:6]([O:8][CH3:9])=[O:7])=[N:2]1. Given the reactants [NH:1]1[CH:5]=[CH:4][C:3]([C:6]([O:8][CH3:9])=[O:7])=[N:2]1.FC(F)(F)S(O[CH2:16][CH:17]([F:19])[F:18])(=O)=O.C(=O)([O-])[O-].[Cs+].[Cs+], predict the reaction product.